Dataset: Reaction yield outcomes from USPTO patents with 853,638 reactions. Task: Predict the reaction yield, written as a fraction of the theoretical maximum amount of product (1.0 means a 100% yield; for example, 0.34 means a 34% yield). (1) The reactants are [F:1][C:2]([F:36])([F:35])[C:3]1[CH:4]=[C:5]([C@H:13]([O:15][C@@H:16]2[C@@H:23]([C:24]3[CH:29]=[CH:28][C:27]([F:30])=[CH:26][CH:25]=3)[C@H:22]3[N:18]([C:19](=[O:34])[C:20]([CH3:33])([CH:31]=O)[CH2:21]3)[CH2:17]2)[CH3:14])[CH:6]=[C:7]([C:9]([F:12])([F:11])[F:10])[CH:8]=1.[CH2:37]([NH2:44])[C:38]1[CH:43]=[CH:42][CH:41]=[CH:40][CH:39]=1.C(O[BH-](OC(=O)C)OC(=O)C)(=O)C.[Na+]. The catalyst is ClCCl. The product is [CH2:37]([NH:44][CH2:31][C:20]1([CH3:33])[C:19](=[O:34])[N:18]2[C@H:22]([C@H:23]([C:24]3[CH:25]=[CH:26][C:27]([F:30])=[CH:28][CH:29]=3)[C@@H:16]([O:15][C@@H:13]([C:5]3[CH:4]=[C:3]([C:2]([F:1])([F:35])[F:36])[CH:8]=[C:7]([C:9]([F:12])([F:11])[F:10])[CH:6]=3)[CH3:14])[CH2:17]2)[CH2:21]1)[C:38]1[CH:43]=[CH:42][CH:41]=[CH:40][CH:39]=1. The yield is 0.800. (2) The reactants are O.[NH2:2][C@H:3]([C:9]([O-:11])=[O:10])[CH2:4][CH2:5][CH2:6][CH2:7][NH2:8].[NH2:12][C@H:13]([C:19]([O-:21])=[O:20])[CH2:14][CH2:15][CH2:16][CH2:17][NH2:18].[Ca+2:22]. The catalyst is CO. The product is [NH2:2][C@H:3]([C:9]([O-:11])=[O:10])[CH2:4][CH2:5][CH2:6][CH2:7][NH2:8].[NH2:12][C@H:13]([C:19]([O-:21])=[O:20])[CH2:14][CH2:15][CH2:16][CH2:17][NH2:18].[Ca+2:22]. The yield is 0.970. (3) The reactants are Cl.C([N:9]1[CH2:14][CH2:13][C:12]2([C:18]3[CH:19]=[CH:20][C:21]([OH:24])=[C:22]([CH3:23])[C:17]=3[O:16][CH2:15]2)[CH2:11][CH2:10]1)C1C=CC=CC=1. The catalyst is CO.[OH-].[Pd+2].[OH-]. The product is [CH3:23][C:22]1[C:17]2[O:16][CH2:15][C:12]3([CH2:13][CH2:14][NH:9][CH2:10][CH2:11]3)[C:18]=2[CH:19]=[CH:20][C:21]=1[OH:24]. The yield is 0.980. (4) The reactants are [F:1][CH:2]([F:10])[C:3]1(C(O)=O)[CH2:6][CH2:5][CH2:4]1.C1C=CC(P([N:25]=[N+]=[N-])(C2C=CC=CC=2)=O)=CC=1.[Cl:28][C:29]1[CH:30]=[C:31]([C:36]2[C:44]([C:45]([NH2:47])=[O:46])=[C:39]3[CH2:40][NH:41][CH2:42][CH2:43][N:38]3[N:37]=2)[CH:32]=[CH:33][C:34]=1[F:35].C1[CH2:52][O:51]CC1. The catalyst is C1(C)C=CC=CC=1. The product is [Cl:28][C:29]1[CH:30]=[C:31]([C:36]2[C:44]([C:45]([NH2:47])=[O:46])=[C:39]3[CH2:40][N:41]([C:52]([NH:25][C:3]4([CH:2]([F:1])[F:10])[CH2:4][CH2:5][CH2:6]4)=[O:51])[CH2:42][CH2:43][N:38]3[N:37]=2)[CH:32]=[CH:33][C:34]=1[F:35]. The yield is 0.170.